This data is from NCI-60 drug combinations with 297,098 pairs across 59 cell lines. The task is: Regression. Given two drug SMILES strings and cell line genomic features, predict the synergy score measuring deviation from expected non-interaction effect. (1) Drug 1: CCCS(=O)(=O)NC1=C(C(=C(C=C1)F)C(=O)C2=CNC3=C2C=C(C=N3)C4=CC=C(C=C4)Cl)F. Drug 2: CC(C)CN1C=NC2=C1C3=CC=CC=C3N=C2N. Cell line: HOP-62. Synergy scores: CSS=-3.59, Synergy_ZIP=1.55, Synergy_Bliss=-0.533, Synergy_Loewe=-4.60, Synergy_HSA=-4.37. (2) Drug 1: C1=CC(=CC=C1CC(C(=O)O)N)N(CCCl)CCCl.Cl. Drug 2: CCC(=C(C1=CC=CC=C1)C2=CC=C(C=C2)OCCN(C)C)C3=CC=CC=C3.C(C(=O)O)C(CC(=O)O)(C(=O)O)O. Cell line: SK-MEL-5. Synergy scores: CSS=-4.05, Synergy_ZIP=0.730, Synergy_Bliss=2.77, Synergy_Loewe=-10.6, Synergy_HSA=-4.72. (3) Drug 1: CC12CCC3C(C1CCC2=O)CC(=C)C4=CC(=O)C=CC34C. Drug 2: CC1=C(C=C(C=C1)NC(=O)C2=CC=C(C=C2)CN3CCN(CC3)C)NC4=NC=CC(=N4)C5=CN=CC=C5. Cell line: OVCAR-4. Synergy scores: CSS=26.7, Synergy_ZIP=-0.218, Synergy_Bliss=-0.0371, Synergy_Loewe=-2.20, Synergy_HSA=-0.757. (4) Drug 1: CC12CCC3C(C1CCC2=O)CC(=C)C4=CC(=O)C=CC34C. Drug 2: CC1=C(C(CCC1)(C)C)C=CC(=CC=CC(=CC(=O)O)C)C. Cell line: HOP-92. Synergy scores: CSS=36.3, Synergy_ZIP=-1.64, Synergy_Bliss=-7.37, Synergy_Loewe=-4.37, Synergy_HSA=-6.79.